Task: Predict the reactants needed to synthesize the given product.. Dataset: Full USPTO retrosynthesis dataset with 1.9M reactions from patents (1976-2016) Given the product [Cl:1][C:2]1[C:3]([OH:34])=[CH:4][C:5]2[C:14]3[C:9](=[C:10]([CH3:15])[N:11]=[CH:12][CH:13]=3)[C:8](=[O:16])[N:7]([CH3:17])[C:6]=2[CH:18]=1, predict the reactants needed to synthesize it. The reactants are: [Cl:1][C:2]1[C:3](I)=[CH:4][C:5]2[C:14]3[C:9](=[C:10]([CH3:15])[N:11]=[CH:12][CH:13]=3)[C:8](=[O:16])[N:7]([CH3:17])[C:6]=2[CH:18]=1.N1C2C(=CC=C3C=2N=CC=C3)C=CC=1.[OH-:34].[K+].Cl.